This data is from Forward reaction prediction with 1.9M reactions from USPTO patents (1976-2016). The task is: Predict the product of the given reaction. (1) Given the reactants [NH2:1][CH2:2][C:3]1[CH:4]=[C:5]([NH:14]C(=O)OCC)[CH:6]=[CH:7][C:8]=1[S:9]([CH2:12][CH3:13])(=[O:11])=[O:10].Cl[C:21]([O:23][CH2:24][CH:25]([CH3:27])[CH3:26])=[O:22].NC1C=CC(S(CC)(=O)=O)=C(C=1)C#N, predict the reaction product. The product is: [NH2:1][CH2:2][C:3]1[CH:4]=[C:5]([NH:14][C:21](=[O:22])[O:23][CH2:24][CH:25]([CH3:27])[CH3:26])[CH:6]=[CH:7][C:8]=1[S:9]([CH2:12][CH3:13])(=[O:10])=[O:11]. (2) Given the reactants [CH2:1]([NH:8][C:9]([C:11]1[S:15][C:14]([C:16]2[CH:21]=[N:20][C:19](/[CH:22]=[CH:23]/[C:24]3[CH:29]=[CH:28][C:27]([F:30])=[CH:26][CH:25]=3)=[CH:18][N:17]=2)=[N:13][C:12]=1[CH3:31])=[O:10])[C:2]1[CH:7]=[CH:6][CH:5]=[CH:4][CH:3]=1, predict the reaction product. The product is: [CH2:1]([NH:8][C:9]([C:11]1[S:15][C:14]([C:16]2[CH:21]=[N:20][C:19]([CH2:22][CH2:23][C:24]3[CH:29]=[CH:28][C:27]([F:30])=[CH:26][CH:25]=3)=[CH:18][N:17]=2)=[N:13][C:12]=1[CH3:31])=[O:10])[C:2]1[CH:7]=[CH:6][CH:5]=[CH:4][CH:3]=1. (3) Given the reactants Cl[C:2]1[C:11]2[C:6](=[C:7]([C:12]3[N:16]=[C:15]([C:17]4[CH:22]=[CH:21][C:20]([O:23][CH:24]([CH3:26])[CH3:25])=[C:19]([Cl:27])[CH:18]=4)[O:14][N:13]=3)[CH:8]=[CH:9][CH:10]=2)[CH:5]=[CH:4][N:3]=1.[NH:28]1[CH2:33][CH2:32][CH:31]([C:34]([O:36][CH2:37][CH3:38])=[O:35])[CH2:30][CH2:29]1, predict the reaction product. The product is: [Cl:27][C:19]1[CH:18]=[C:17]([C:15]2[O:14][N:13]=[C:12]([C:7]3[CH:8]=[CH:9][CH:10]=[C:11]4[C:6]=3[CH:5]=[CH:4][N:3]=[C:2]4[N:28]3[CH2:33][CH2:32][CH:31]([C:34]([O:36][CH2:37][CH3:38])=[O:35])[CH2:30][CH2:29]3)[N:16]=2)[CH:22]=[CH:21][C:20]=1[O:23][CH:24]([CH3:25])[CH3:26].